From a dataset of Full USPTO retrosynthesis dataset with 1.9M reactions from patents (1976-2016). Predict the reactants needed to synthesize the given product. (1) Given the product [CH3:2][C:1]1[S:3][CH:6]=[C:7]([N:9]2[CH2:14][CH2:13][N:12]([C:15]([O:17][C:18]([CH3:21])([CH3:20])[CH3:19])=[O:16])[CH2:11][CH2:10]2)[N:4]=1, predict the reactants needed to synthesize it. The reactants are: [C:1]([NH2:4])(=[S:3])[CH3:2].Br[CH2:6][C:7]([N:9]1[CH2:14][CH2:13][N:12]([C:15]([O:17][C:18]([CH3:21])([CH3:20])[CH3:19])=[O:16])[CH2:11][CH2:10]1)=O. (2) Given the product [CH3:22][S:19]([N:18]1[CH:13]([C:12]2[CH:11]=[CH:10][C:7]([C:8]#[N:9])=[CH:6][CH:5]=2)[C:14]2[C:36](=[O:37])[CH2:35][CH2:34][C:15]=2[N:16]([C:24]2[CH:29]=[CH:28][N:27]=[C:26]([C:30]([F:31])([F:32])[F:33])[CH:25]=2)[C:17]1=[O:23])(=[O:21])=[O:20], predict the reactants needed to synthesize it. The reactants are: CS([C:5]1[CH:6]=[C:7]([CH:10]=[CH:11][C:12]=1[CH:13]1[N:18]([S:19]([CH3:22])(=[O:21])=[O:20])[C:17](=[O:23])[N:16]([C:24]2[CH:29]=[CH:28][N:27]=[C:26]([C:30]([F:33])([F:32])[F:31])[CH:25]=2)[C:15]2[CH2:34][CH2:35][C:36](=[O:37])[C:14]1=2)[C:8]#[N:9])(=O)=O.O=C1N(C2C=CN=C(C(F)(F)F)C=2)C2CCC(=O)C=2C(C2C=CC(C#N)=CC=2)N1. (3) Given the product [ClH:43].[OH:12][NH:11][C:9]([C:6]1([S:19]([C:22]2[CH:23]=[CH:24][C:25]([C:28]3[CH:33]=[CH:32][C:31]([O:34][C:35]([F:40])([F:39])[CH:36]([F:38])[F:37])=[CH:30][CH:29]=3)=[CH:26][CH:27]=2)(=[O:21])=[O:20])[CH2:5][CH2:4][N:3]([CH2:1][CH3:2])[CH2:8][CH2:7]1)=[O:10], predict the reactants needed to synthesize it. The reactants are: [CH2:1]([N:3]1[CH2:8][CH2:7][C:6]([S:19]([C:22]2[CH:27]=[CH:26][C:25]([C:28]3[CH:33]=[CH:32][C:31]([O:34][C:35]([F:40])([F:39])[CH:36]([F:38])[F:37])=[CH:30][CH:29]=3)=[CH:24][CH:23]=2)(=[O:21])=[O:20])([C:9]([NH:11][O:12]C2CCCCO2)=[O:10])[CH2:5][CH2:4]1)[CH3:2].CO.[ClH:43]. (4) Given the product [CH2:5]([N:12]1[CH2:16][CH2:2][CH:1]([OH:4])[CH2:13]1)[C:6]1[CH:11]=[CH:10][CH:9]=[CH:8][CH:7]=1.[CH2:5]([N:12]1[CH2:16][CH:15]=[CH:14][CH2:13]1)[C:6]1[CH:11]=[CH:10][CH:9]=[CH:8][CH:7]=1, predict the reactants needed to synthesize it. The reactants are: [C:1]([OH:4])(=O)[CH3:2].[CH2:5]([N:12]1[CH2:16][CH2:15][C@@H:14](N)[CH2:13]1)[C:6]1[CH:11]=[CH:10][CH:9]=[CH:8][CH:7]=1. (5) The reactants are: [C:1]1([CH:7]([C:14]2[CH:19]=[CH:18][CH:17]=[CH:16][CH:15]=2)[N:8]2[CH2:13][CH2:12][NH:11][CH2:10][CH2:9]2)[CH:6]=[CH:5][CH:4]=[CH:3][CH:2]=1.[C:20]1([C:26]2[O:30][N:29]=[CH:28][C:27]=2[CH2:31][CH2:32][C:33](O)=[O:34])[CH:25]=[CH:24][CH:23]=[CH:22][CH:21]=1.O.ON1C2C=CC=CC=2N=N1.Cl.C(N=C=NCCCN(C)C)C. Given the product [C:14]1([CH:7]([C:1]2[CH:2]=[CH:3][CH:4]=[CH:5][CH:6]=2)[N:8]2[CH2:9][CH2:10][N:11]([C:33](=[O:34])[CH2:32][CH2:31][C:27]3[CH:28]=[N:29][O:30][C:26]=3[C:20]3[CH:21]=[CH:22][CH:23]=[CH:24][CH:25]=3)[CH2:12][CH2:13]2)[CH:19]=[CH:18][CH:17]=[CH:16][CH:15]=1, predict the reactants needed to synthesize it. (6) Given the product [NH2:14][C:13]1[C:12]2[C:11](=[N:10][C:9]([C:20]3[CH:25]=[CH:24][C:23]([Cl:26])=[CH:22][C:21]=3[Cl:27])=[C:8]([C:5]3[CH:6]=[CH:7][C:2]([Cl:1])=[CH:3][CH:4]=3)[CH:15]=2)[O:16][C:17]=1[C:18]#[N:19], predict the reactants needed to synthesize it. The reactants are: [Cl:1][C:2]1[CH:7]=[CH:6][C:5]([C:8]2[C:9]([C:20]3[CH:25]=[CH:24][C:23]([Cl:26])=[CH:22][C:21]=3[Cl:27])=[N:10][C:11]([O:16][CH2:17][C:18]#[N:19])=[C:12]([CH:15]=2)[C:13]#[N:14])=[CH:4][CH:3]=1.C[Si]([N-][Si](C)(C)C)(C)C.[Li+].C1COCC1. (7) Given the product [Si:6]([O:14][CH2:15][CH2:16][CH:17]1[O:22][CH2:21][CH2:20][N:19]([C:23]2[CH:24]=[CH:25][C:26]([N+:29]([O-:31])=[O:30])=[CH:27][CH:28]=2)[C:18]1=[O:32])([C:9]([CH3:12])([CH3:11])[CH3:10])([CH3:8])[CH3:7], predict the reactants needed to synthesize it. The reactants are: N1C=CN=C1.[Si:6](Cl)([C:9]([CH3:12])([CH3:11])[CH3:10])([CH3:8])[CH3:7].[OH:14][CH2:15][CH2:16][CH:17]1[O:22][CH2:21][CH2:20][N:19]([C:23]2[CH:28]=[CH:27][C:26]([N+:29]([O-:31])=[O:30])=[CH:25][CH:24]=2)[C:18]1=[O:32].C(=O)(O)[O-].[Na+].